Dataset: Catalyst prediction with 721,799 reactions and 888 catalyst types from USPTO. Task: Predict which catalyst facilitates the given reaction. (1) The catalyst class is: 10. Product: [ClH:20].[CH3:17][O:16][C:12]1[CH:11]=[C:10]2[C:15](=[CH:14][CH:13]=1)[CH:1]=[N:3][CH2:4][CH:5]2[C:6]([O:8][CH3:9])=[O:7]. Reactant: [CH:1]([NH:3][CH2:4][CH:5]([C:10]1[CH:15]=[CH:14][CH:13]=[C:12]([O:16][CH3:17])[CH:11]=1)[C:6]([O:8][CH3:9])=[O:7])=O.P(Cl)(Cl)([Cl:20])=O.CO. (2) Product: [Cl:34][C:31]1[CH:30]=[CH:29][C:28]([NH:27][C:26]([CH:7]2[CH:8]([C:9](=[O:25])[NH:10][C:11]3[CH:16]=[CH:15][C:14]([N:17]4[CH:22]=[CH:21][CH:20]=[CH:19][C:18]4=[O:23])=[CH:13][C:12]=3[F:24])[CH:6]2[C:4]([OH:5])=[O:3])=[O:35])=[CH:33][CH:32]=1. Reactant: C([O:3][C:4]([CH:6]1[CH:8]([C:9](=[O:25])[NH:10][C:11]2[CH:16]=[CH:15][C:14]([N:17]3[CH:22]=[CH:21][CH:20]=[CH:19][C:18]3=[O:23])=[CH:13][C:12]=2[F:24])[CH:7]1[C:26](=[O:35])[NH:27][C:28]1[CH:33]=[CH:32][C:31]([Cl:34])=[CH:30][CH:29]=1)=[O:5])C.[Li+].[OH-].Cl. The catalyst class is: 1. (3) Reactant: [CH2:1]([C:3]1[C:4](N)=[N:5][C:6]([CH3:9])=[CH:7][CH:8]=1)[CH3:2].N([O-])=[O:12].[Na+].[OH-].[Na+]. Product: [CH2:1]([C:3]1[C:4](=[O:12])[NH:5][C:6]([CH3:9])=[CH:7][CH:8]=1)[CH3:2]. The catalyst class is: 445. (4) Reactant: Cl.[Cl:2][C:3]1[C:4]2[NH:11][C:10]([C:12]3[CH:22]=[CH:21][C:15]([C:16]([O:18]CC)=[O:17])=[CH:14][CH:13]=3)=[CH:9][C:5]=2[N:6]=[CH:7][N:8]=1.[Cl:23][C:24]1[CH:25]=[C:26]([CH:28]=[CH:29][C:30]=1[O:31][CH2:32][C:33]1[CH:38]=[CH:37][CH:36]=[C:35]([F:39])[CH:34]=1)[NH2:27].CN1CCCC1=O.C(=O)([O-])O.[Na+]. Product: [ClH:2].[Cl:23][C:24]1[CH:25]=[C:26]([NH:27][C:3]2[C:4]3[NH:11][C:10]([C:12]4[CH:13]=[CH:14][C:15]([C:16]([OH:18])=[O:17])=[CH:21][CH:22]=4)=[CH:9][C:5]=3[N:6]=[CH:7][N:8]=2)[CH:28]=[CH:29][C:30]=1[O:31][CH2:32][C:33]1[CH:38]=[CH:37][CH:36]=[C:35]([F:39])[CH:34]=1. The catalyst class is: 6. (5) Reactant: [CH3:1][C:2]([C:4]1[CH:9]=[CH:8][CH:7]=[C:6]([NH2:10])[CH:5]=1)=[O:3].C(N(CC)CC)C.[Br:18][CH:19]([CH3:23])[C:20](Br)=[O:21]. Product: [C:2]([C:4]1[CH:5]=[C:6]([NH:10][C:20](=[O:21])[CH:19]([Br:18])[CH3:23])[CH:7]=[CH:8][CH:9]=1)(=[O:3])[CH3:1]. The catalyst class is: 35. (6) Reactant: [F:1][C:2]1[C:7]([C:8]2[S:12][C:11]([CH2:13][N:14](C)[C:15](=O)OC(C)(C)C)=[CH:10][C:9]=2[S:23]([C:26]2[CH:27]=[N:28][CH:29]=[CH:30][CH:31]=2)(=[O:25])=[O:24])=[CH:6][CH:5]=[CH:4][N:3]=1.[C:32]([O:35]CC)(=[O:34])[CH3:33].[C:38]([O:41]CC)(=[O:40])[CH3:39].Cl. Product: [C:38]([OH:41])(=[O:40])/[CH:39]=[CH:33]/[C:32]([OH:35])=[O:34].[F:1][C:2]1[C:7]([C:8]2[S:12][C:11]([CH2:13][NH:14][CH3:15])=[CH:10][C:9]=2[S:23]([C:26]2[CH:27]=[N:28][CH:29]=[CH:30][CH:31]=2)(=[O:24])=[O:25])=[CH:6][CH:5]=[CH:4][N:3]=1. The catalyst class is: 41.